Dataset: Full USPTO retrosynthesis dataset with 1.9M reactions from patents (1976-2016). Task: Predict the reactants needed to synthesize the given product. (1) Given the product [ClH:20].[N:1]1([C@H:6]2[CH2:11][CH2:10][C@H:9]([NH2:12])[CH2:8][CH2:7]2)[CH2:2][CH2:3][CH2:4][CH2:5]1, predict the reactants needed to synthesize it. The reactants are: [N:1]1([C@H:6]2[CH2:11][CH2:10][C@H:9]([NH:12]C(=O)OC(C)(C)C)[CH2:8][CH2:7]2)[CH2:5][CH2:4][CH2:3][CH2:2]1.[ClH:20].O. (2) Given the product [C:32]([O:31][C:29](=[O:30])[N:2]([CH3:1])[CH:3]([CH3:28])[C:4]([NH:6][C:7]1[CH:8]=[CH:9][C:10]([C:37]2[N:41]3[CH:42]=[CH:43][CH:44]=[CH:45][C:40]3=[N:39][C:38]=2[CH3:46])=[C:11]([C:13]#[C:14][Si:15]([CH:22]([CH3:24])[CH3:23])([CH:16]([CH3:18])[CH3:17])[CH:19]([CH3:21])[CH3:20])[N:12]=1)=[O:5])([CH3:34])([CH3:33])[CH3:35], predict the reactants needed to synthesize it. The reactants are: [CH3:1][N:2]([C:29]([O:31][C:32]([CH3:35])([CH3:34])[CH3:33])=[O:30])[CH:3]([CH3:28])[C:4]([NH:6][C:7]1[N:12]=[C:11]([C:13]#[C:14][Si:15]([CH:22]([CH3:24])[CH3:23])([CH:19]([CH3:21])[CH3:20])[CH:16]([CH3:18])[CH3:17])[C:10](B(O)O)=[CH:9][CH:8]=1)=[O:5].Br[C:37]1[N:41]2[CH:42]=[CH:43][CH:44]=[CH:45][C:40]2=[N:39][C:38]=1[CH3:46].C([O-])([O-])=O.[Na+].[Na+].O1CCOCC1. (3) Given the product [NH2:32][C:10](=[O:12])[C@H:9]([NH:8][C:6](=[O:7])[O:5][C:1]([CH3:3])([CH3:2])[CH3:4])[CH2:13][C:14]1[CH:19]=[CH:18][C:17]([C:20]2[CH:25]=[CH:24][N:23]=[CH:22][CH:21]=2)=[CH:16][CH:15]=1, predict the reactants needed to synthesize it. The reactants are: [C:1]([O:5][C:6]([NH:8][C@H:9]([CH2:13][C:14]1[CH:19]=[CH:18][C:17]([C:20]2[CH:25]=[CH:24][N:23]=[CH:22][CH:21]=2)=[CH:16][CH:15]=1)[C:10]([OH:12])=O)=[O:7])([CH3:4])([CH3:3])[CH3:2].C1C=C2[N:32]=NN(O)C2=CC=1.O.C(Cl)CCl.[NH4+].[OH-].